Dataset: Forward reaction prediction with 1.9M reactions from USPTO patents (1976-2016). Task: Predict the product of the given reaction. (1) Given the reactants Cl.[F:2][C:3]1([C:19]2[CH:24]=[CH:23][CH:22]=[C:21]([OH:25])[CH:20]=2)[CH2:8][CH2:7][N:6]([CH2:9][C@H:10]2[C@H:12]([C:13]3[CH:18]=[CH:17][CH:16]=[CH:15][CH:14]=3)[CH2:11]2)[CH2:5][CH2:4]1.Cl.FC1(C2C=CC=C([OH:40])C=2)CCNCC1.C(N(CC)CC)C.[C:48]1([C@@H:54]2[CH2:56][C@H:55]2[C:57](Cl)=[O:58])[CH:53]=[CH:52][CH:51]=[CH:50][CH:49]=1, predict the reaction product. The product is: [C:48]1([C@@H:54]2[CH2:56][C@H:55]2[C:57]([O:25][C:21]2[CH:22]=[CH:23][CH:24]=[C:19]([C:3]3([F:2])[CH2:4][CH2:5][N:6]([C:9]([C@@H:10]4[CH2:11][C@H:12]4[C:13]4[CH:18]=[CH:17][CH:16]=[CH:15][CH:14]=4)=[O:40])[CH2:7][CH2:8]3)[CH:20]=2)=[O:58])[CH:53]=[CH:52][CH:51]=[CH:50][CH:49]=1. (2) Given the reactants [I-].[CH3:2][C:3]1[CH:8]=[CH:7][CH:6]=[C:5]([CH3:9])[C:4]=1[CH2:10][NH:11][C:12]1[C:13]2[N:14]([C:25]([CH2:29][N+](C)(C)C)=[C:26]([CH3:28])[N:27]=2)[CH:15]=[C:16]([N:18]2[CH:23]=[CH:22][CH:21]=[CH:20][C:19]2=[O:24])[CH:17]=1.[OH2:34], predict the reaction product. The product is: [CH3:9][C:5]1[CH:6]=[CH:7][CH:8]=[C:3]([CH3:2])[C:4]=1[CH2:10][NH:11][C:12]1[C:13]2[N:14]([C:25]([CH2:29][OH:34])=[C:26]([CH3:28])[N:27]=2)[CH:15]=[C:16]([N:18]2[CH:23]=[CH:22][CH:21]=[CH:20][C:19]2=[O:24])[CH:17]=1. (3) The product is: [C:11]([O:15][C:16](=[O:23])[NH:17][CH:18]1[CH2:21][C:20](=[CH2:1])[CH2:19]1)([CH3:14])([CH3:13])[CH3:12]. Given the reactants [CH3:1][Si]([N-][Si](C)(C)C)(C)C.[K+].[C:11]([O:15][C:16](=[O:23])[NH:17][CH:18]1[CH2:21][C:20](=O)[CH2:19]1)([CH3:14])([CH3:13])[CH3:12], predict the reaction product. (4) Given the reactants [NH2:1][C:2]1[CH:10]=[C:9]2[C:5]([CH2:6][CH2:7][CH:8]2[NH:11][C:12](=[O:17])[C:13]([F:16])([F:15])[F:14])=[CH:4][CH:3]=1.[NH4+].[N:19]#[C:20][S-:21].BrBr.C([O-])([O-])=O.[Na+].[Na+].[OH-].[Na+], predict the reaction product. The product is: [F:16][C:13]([F:14])([F:15])[C:12]([NH:11][CH:8]1[CH2:7][CH2:6][C:5]2[CH:4]=[C:3]3[C:2]([N:1]=[C:20]([NH2:19])[S:21]3)=[CH:10][C:9]1=2)=[O:17]. (5) Given the reactants [O:1]1[C:5]([C:6]2[CH:11]=[CH:10][C:9]([NH:12][C:13]3[N:14]=[C:15]([NH:23][CH2:24][C@H:25]4[CH2:29][CH2:28][CH2:27][O:26]4)[C:16]4[CH2:22][NH:21][CH2:20][CH2:19][C:17]=4[N:18]=3)=[CH:8][CH:7]=2)=[CH:4][N:3]=[CH:2]1.[C:30](O)(=O)C.C=O.C([BH3-])#N.[Na+], predict the reaction product. The product is: [CH3:30][N:21]1[CH2:20][CH2:19][C:17]2[N:18]=[C:13]([NH:12][C:9]3[CH:8]=[CH:7][C:6]([C:5]4[O:1][CH:2]=[N:3][CH:4]=4)=[CH:11][CH:10]=3)[N:14]=[C:15]([NH:23][CH2:24][C@H:25]3[CH2:29][CH2:28][CH2:27][O:26]3)[C:16]=2[CH2:22]1. (6) Given the reactants CC[N:3]([CH:7]([CH3:9])[CH3:8])C(C)C.ClC1[N:12]([N+]([O-])=O)[CH2:13][N:14]=CC=1.[SH:20][CH2:21][CH2:22][CH2:23][OH:24].O, predict the reaction product. The product is: [NH2:3][C:7]1[C:8]([S:20][CH2:21][CH2:22][CH2:23][OH:24])=[N:14][CH:13]=[N:12][CH:9]=1.